From a dataset of Full USPTO retrosynthesis dataset with 1.9M reactions from patents (1976-2016). Predict the reactants needed to synthesize the given product. Given the product [CH3:1][N:2]([C:4]([NH:6][C:7]([NH2:9])=[NH:8])=[NH:5])[CH3:3].[C:12]([O-:20])(=[O:19])[CH2:13][CH2:14][CH2:15][C:16]([O-:18])=[O:17], predict the reactants needed to synthesize it. The reactants are: [CH3:1][N:2]([C:4]([NH:6][C:7]([NH2:9])=[NH:8])=[NH:5])[CH3:3].[OH-].[Na+].[C:12]([OH:20])(=[O:19])[CH2:13][CH2:14][CH2:15][C:16]([OH:18])=[O:17].C(Cl)Cl.